Task: Predict the reactants needed to synthesize the given product.. Dataset: Full USPTO retrosynthesis dataset with 1.9M reactions from patents (1976-2016) (1) Given the product [Cl:19][C:20]1[C:25]([Cl:26])=[CH:24][CH:23]=[CH:22][C:21]=1[N:27]1[CH2:32][CH2:31][N:30]([CH2:17][CH2:16][CH2:15][CH2:14][O:13][C:7]2[N:8]=[C:9]3[C:4]([CH2:3][CH:2]([CH3:1])[C:11](=[O:12])[NH:10]3)=[CH:5][CH:6]=2)[CH2:29][CH2:28]1, predict the reactants needed to synthesize it. The reactants are: [CH3:1][CH:2]1[C:11](=[O:12])[NH:10][C:9]2[N:8]=[C:7]([O:13][CH2:14][CH2:15][CH2:16][CH:17]=O)[CH:6]=[CH:5][C:4]=2[CH2:3]1.[Cl:19][C:20]1[C:25]([Cl:26])=[CH:24][CH:23]=[CH:22][C:21]=1[N:27]1[CH2:32][CH2:31][NH:30][CH2:29][CH2:28]1.[BH-](OC(C)=O)(OC(C)=O)OC(C)=O.[Na+]. (2) Given the product [Br:22][C:23]1[C:32]2[C:27](=[CH:28][CH:29]=[CH:30][CH:31]=2)[CH:26]=[C:25]([CH:33]([C:18]2[S:17][C:16]3[CH:20]=[CH:21][C:13]([F:12])=[CH:14][C:15]=3[CH:19]=2)[OH:34])[CH:24]=1, predict the reactants needed to synthesize it. The reactants are: CCCCCC.C([Li])CCC.[F:12][C:13]1[CH:21]=[CH:20][C:16]2[S:17][CH:18]=[CH:19][C:15]=2[CH:14]=1.[Br:22][C:23]1[C:32]2[C:27](=[CH:28][CH:29]=[CH:30][CH:31]=2)[CH:26]=[C:25]([CH:33]=[O:34])[CH:24]=1.[Cl-].[NH4+].